From a dataset of Full USPTO retrosynthesis dataset with 1.9M reactions from patents (1976-2016). Predict the reactants needed to synthesize the given product. Given the product [CH3:1][O:2][C@:3]12[CH2:20][C@@H:19]([O:21][C:22](=[O:24])[CH3:23])[CH2:18][CH2:17][C@:16]1([CH3:25])[C@@H:15]1[C@H:6]([C@H:7]3[C@@:11]([CH2:13][CH2:14]1)([CH3:12])[C@@H:10]([O:26][C:27](=[O:29])[CH3:28])[CH2:9][CH2:8]3)[CH2:5][C:4]2=[O:30], predict the reactants needed to synthesize it. The reactants are: [CH3:1][O:2][C@:3]12[CH2:20][C@@H:19]([O:21][C:22](=[O:24])[CH3:23])[CH2:18][CH2:17][C@:16]1([CH3:25])[C@@H:15]1[C@H:6]([C@H:7]3[C@@:11]([CH2:13][CH2:14]1)([CH3:12])[C@@H:10]([O:26][C:27](=[O:29])[CH3:28])[CH2:9][CH2:8]3)[CH2:5][C@H:4]2[OH:30].[Cr](Cl)([O-])(=O)=O.[NH+]1C=CC=CC=1.FC(F)(F)C([O-])=O.[NH+]1C=CC=CC=1.